This data is from Catalyst prediction with 721,799 reactions and 888 catalyst types from USPTO. The task is: Predict which catalyst facilitates the given reaction. (1) Reactant: Cl[C:2]1[CH:7]=[CH:6][N:5]=[CH:4][CH:3]=1.C([N-:11]C(C)C)(C)C.[Li+].CO[N:18](C)[C:19](=O)[C:20]1[CH:25]=[CH:24][CH:23]=[CH:22][CH:21]=1.[Cl-].[NH4+]. Product: [C:20]1([C:19]2[C:3]3[CH:4]=[N:5][CH:6]=[CH:7][C:2]=3[NH:11][N:18]=2)[CH:25]=[CH:24][CH:23]=[CH:22][CH:21]=1. The catalyst class is: 7. (2) Reactant: [N:1]1([CH2:7][CH2:8][O:9][C:10]2[CH:15]=[CH:14][C:13]([C:16]3[CH:21]=[CH:20][N:19]=[C:18]([NH:22][CH2:23][C:24]4[CH:33]=[CH:32][C:27]([C:28]([O:30]C)=[O:29])=[CH:26][CH:25]=4)[N:17]=3)=[CH:12][CH:11]=2)[CH2:6][CH2:5][O:4][CH2:3][CH2:2]1.CO.[OH-].[Na+].Cl. Product: [N:1]1([CH2:7][CH2:8][O:9][C:10]2[CH:15]=[CH:14][C:13]([C:16]3[CH:21]=[CH:20][N:19]=[C:18]([NH:22][CH2:23][C:24]4[CH:25]=[CH:26][C:27]([C:28]([OH:30])=[O:29])=[CH:32][CH:33]=4)[N:17]=3)=[CH:12][CH:11]=2)[CH2:6][CH2:5][O:4][CH2:3][CH2:2]1. The catalyst class is: 20. (3) Reactant: Br[C:2]1[CH:7]=[CH:6][CH:5]=[C:4]([Br:8])[N:3]=1.[F:9][C:10]([F:25])([F:24])[C:11]1[CH:12]=[C:13](B(O)O)[CH:14]=[C:15]([C:17]([F:20])([F:19])[F:18])[CH:16]=1.C([O-])([O-])=O.[Na+].[Na+]. Product: [F:9][C:10]([F:24])([F:25])[C:11]1[CH:12]=[C:13]([C:2]2[CH:7]=[CH:6][CH:5]=[C:4]([Br:8])[N:3]=2)[CH:14]=[C:15]([C:17]([F:18])([F:19])[F:20])[CH:16]=1. The catalyst class is: 176. (4) Reactant: Cl[C:2]1[C:7]([C:8]([C:10]2[CH:15]=[CH:14][C:13]([S:16][CH3:17])=[CH:12][CH:11]=2)=O)=[CH:6][N:5]=[C:4]2[NH:18][CH:19]=[CH:20][C:3]=12.[CH3:21][NH:22][NH2:23]. Product: [CH3:21][N:22]1[C:2]2=[C:3]3[CH:20]=[CH:19][NH:18][C:4]3=[N:5][CH:6]=[C:7]2[C:8]([C:10]2[CH:15]=[CH:14][C:13]([S:16][CH3:17])=[CH:12][CH:11]=2)=[N:23]1. The catalyst class is: 51. (5) Reactant: [NH:1]1[C:5]2=[N:6][CH:7]=[CH:8][CH:9]=[C:4]2[CH:3]=[CH:2]1.C([O-])(O)=[O:11].[Na+].OOS([O-])=O.[K+]. Product: [NH:1]1[C:5]2=[N+:6]([O-:11])[CH:7]=[CH:8][CH:9]=[C:4]2[CH:3]=[CH:2]1. The catalyst class is: 24. (6) Product: [F:23][C:21]1[C:20]([N:42]2[CH2:41][CH2:40][N:39]([C:36]3[CH:35]=[CH:34][C:33]([F:32])=[CH:38][CH:37]=3)[CH2:44][CH2:43]2)=[C:19]([F:25])[C:16]2=[N:17][C:18]3[N:9]([C:3]4[CH:4]=[CH:5][C:6]([F:8])=[CH:7][C:2]=4[F:1])[CH:10]=[C:11]([C:27]([O:29][CH2:30][CH3:31])=[O:28])[C:12](=[O:26])[C:13]=3[CH:14]=[C:15]2[CH:22]=1. The catalyst class is: 16. Reactant: [F:1][C:2]1[CH:7]=[C:6]([F:8])[CH:5]=[CH:4][C:3]=1[N:9]1[C:18]2[N:17]=[C:16]3[C:19]([F:25])=[C:20](F)[C:21]([F:23])=[CH:22][C:15]3=[CH:14][C:13]=2[C:12](=[O:26])[C:11]([C:27]([O:29][CH2:30][CH3:31])=[O:28])=[CH:10]1.[F:32][C:33]1[CH:38]=[CH:37][C:36]([N:39]2[CH2:44][CH2:43][NH:42][CH2:41][CH2:40]2)=[CH:35][CH:34]=1.O. (7) Reactant: [OH-].[Na+:2].CO.[C:5]([C:11]1[CH:19]=[CH:18][CH:17]=[CH:16][C:12]=1[C:13]([OH:15])=[O:14])(=[O:10])[CH2:6][CH2:7][CH2:8][CH3:9]. Product: [C:5]([C:11]1[CH:19]=[CH:18][CH:17]=[CH:16][C:12]=1[C:13]([O-:15])=[O:14])(=[O:10])[CH2:6][CH2:7][CH2:8][CH3:9].[Na+:2]. The catalyst class is: 27. (8) Reactant: [H-].[Na+].[Cl:3][C:4]1[CH:9]=[CH:8][C:7]([C:10]2[CH:15]=[CH:14][N:13]=[CH:12][C:11]=2[CH:16]([CH:18]2[CH2:20][CH2:19]2)[OH:17])=[C:6](F)[CH:5]=1. Product: [Cl:3][C:4]1[CH:9]=[CH:8][C:7]2[C:10]3[C:11](=[CH:12][N:13]=[CH:14][CH:15]=3)[CH:16]([CH:18]3[CH2:20][CH2:19]3)[O:17][C:6]=2[CH:5]=1. The catalyst class is: 1. (9) Reactant: [Br:1][C:2]1[C:10]2[O:11][CH2:12][CH2:13][C:9]=2[C:8]2/[C:7](=[CH:14]/[C:15]#[N:16])/[CH2:6][CH2:5][C:4]=2[C:3]=1[Br:17].[H][H]. Product: [Br:1][C:2]1[C:10]2[O:11][CH2:12][CH2:13][C:9]=2[C:8]2[C@H:7]([CH2:14][C:15]#[N:16])[CH2:6][CH2:5][C:4]=2[C:3]=1[Br:17]. The catalyst class is: 8.